Task: Predict which catalyst facilitates the given reaction.. Dataset: Catalyst prediction with 721,799 reactions and 888 catalyst types from USPTO Reactant: [O:1]1[C:5]2[CH:6]=[CH:7][CH:8]=[CH:9][C:4]=2[CH:3]=[C:2]1[CH:10]=O.[Cl:12][C:13]1[CH:14]=[C:15]([CH2:20][CH2:21][NH2:22])[CH:16]=[CH:17][C:18]=1[Cl:19].[BH4-].[Na+].[OH-].[Na+]. Product: [O:1]1[C:5]2[CH:6]=[CH:7][CH:8]=[CH:9][C:4]=2[CH:3]=[C:2]1[CH2:10][NH:22][CH2:21][CH2:20][C:15]1[CH:16]=[CH:17][C:18]([Cl:19])=[C:13]([Cl:12])[CH:14]=1. The catalyst class is: 5.